From a dataset of Catalyst prediction with 721,799 reactions and 888 catalyst types from USPTO. Predict which catalyst facilitates the given reaction. (1) Reactant: [NH2:1][C@H:2]([C:4]1[N:5]([C:16]2[CH:21]=[CH:20][CH:19]=[CH:18][CH:17]=2)[C:6](=[O:15])[C:7]2[C:12]([CH:13]=1)=[CH:11][CH:10]=[CH:9][C:8]=2[Cl:14])[CH3:3].Cl[C:23]1[N:31]=[CH:30][N:29]=[C:28]2[C:24]=1[N:25]=[CH:26][N:27]2[CH:32]1[CH2:37][CH2:36][CH2:35][CH2:34][O:33]1.CC(O)C.C(N(CC)CC)C. Product: [Cl:14][C:8]1[CH:9]=[CH:10][CH:11]=[C:12]2[C:7]=1[C:6](=[O:15])[N:5]([C:16]1[CH:21]=[CH:20][CH:19]=[CH:18][CH:17]=1)[C:4]([C@@H:2]([NH:1][C:23]1[N:31]=[CH:30][N:29]=[C:28]3[C:24]=1[N:25]=[CH:26][N:27]3[CH:32]1[CH2:37][CH2:36][CH2:35][CH2:34][O:33]1)[CH3:3])=[CH:13]2. The catalyst class is: 194. (2) Reactant: [Br:1][C:2]1[N:3]=[C:4]2[C:11]([CH3:12])=[N:10][NH:9][C:5]2=[N:6][C:7]=1[CH3:8].C([O-])([O-])=O.[K+].[K+].I[CH:20]([CH3:22])[CH3:21]. Product: [Br:1][C:2]1[N:3]=[C:4]2[C:11]([CH3:12])=[N:10][N:9]([CH:20]([CH3:22])[CH3:21])[C:5]2=[N:6][C:7]=1[CH3:8]. The catalyst class is: 3. (3) Reactant: [CH3:1][S:2]([C:5]1[CH:6]=[CH:7][C:8]([C@@H:11]([OH:21])[C@H:12]([NH:15][C:16]([CH:18]([Cl:20])[Cl:19])=[O:17])[CH2:13][OH:14])=[CH:9][CH:10]=1)(=[O:4])=[O:3].CO[C:24](OC)([CH3:26])[CH3:25].C1(C)C=CC(S(O)(=O)=O)=CC=1. Product: [Cl:19][CH:18]([Cl:20])[C:16]([N:15]1[C@H:12]([CH2:13][OH:14])[C@@H:11]([C:8]2[CH:7]=[CH:6][C:5]([S:2]([CH3:1])(=[O:3])=[O:4])=[CH:10][CH:9]=2)[O:21][C:24]1([CH3:26])[CH3:25])=[O:17]. The catalyst class is: 11. (4) Reactant: C(O)(C(F)(F)F)=O.[O:8]=[C:9]1[CH:14]=[C:13]([C:15]2[CH:20]=[CH:19][N:18]=[C:17]([NH:21][CH:22]3[CH2:27][CH2:26][O:25][CH2:24][CH2:23]3)[N:16]=2)[CH:12]=[CH:11][N:10]1[CH2:28][C:29]1[CH:37]=[C:36]2[C:32]([CH:33]=[CH:34][N:35]2C(OC(C)(C)C)=O)=[CH:31][CH:30]=1.C([O-])(O)=O.[Na+].CC#N. Product: [NH:35]1[C:36]2[C:32](=[CH:31][CH:30]=[C:29]([CH2:28][N:10]3[CH:11]=[CH:12][C:13]([C:15]4[CH:20]=[CH:19][N:18]=[C:17]([NH:21][CH:22]5[CH2:27][CH2:26][O:25][CH2:24][CH2:23]5)[N:16]=4)=[CH:14][C:9]3=[O:8])[CH:37]=2)[CH:33]=[CH:34]1. The catalyst class is: 4. (5) Reactant: [CH3:1][O:2][CH2:3][C@H:4]([CH3:45])[O:5][C:6]1[CH:7]=[C:8]([C:23]2[NH:27][C:26]([C:28]3[O:29][C@@H:30]([CH2:33][O:34][Si](C(C)C)(C(C)C)C(C)C)[CH2:31][N:32]=3)=[CH:25][CH:24]=2)[CH:9]=[C:10]([O:12][Si](C(C)C)(C(C)C)C(C)C)[CH:11]=1.[F-].C([N+](CCCC)(CCCC)CCCC)CCC.[Cl-].[NH4+]. Product: [OH:34][CH2:33][C@@H:30]1[O:29][C:28]([C:26]2[NH:27][C:23]([C:8]3[CH:9]=[C:10]([OH:12])[CH:11]=[C:6]([O:5][C@@H:4]([CH3:45])[CH2:3][O:2][CH3:1])[CH:7]=3)=[CH:24][CH:25]=2)=[N:32][CH2:31]1. The catalyst class is: 7. (6) Product: [C:1]([O:5][C:6]([NH:8][C@@H:9]([CH2:21][N:27]([CH3:29])[CH3:28])[CH2:10][C:11]([O:13][CH2:14][C:15]1[CH:20]=[CH:19][CH:18]=[CH:17][CH:16]=1)=[O:12])=[O:7])([CH3:4])([CH3:3])[CH3:2]. The catalyst class is: 1. Reactant: [C:1]([O:5][C:6]([NH:8][C@@H:9]([CH2:21]OS(C)(=O)=O)[CH2:10][C:11]([O:13][CH2:14][C:15]1[CH:20]=[CH:19][CH:18]=[CH:17][CH:16]=1)=[O:12])=[O:7])([CH3:4])([CH3:3])[CH3:2].[NH:27]([CH3:29])[CH3:28]. (7) Reactant: Br[C:2]1[CH:3]=[C:4]([C:12]2[C:13]([O:18][CH3:19])=[N:14][CH:15]=[CH:16][CH:17]=2)[CH:5]=[C:6]([C:8]([CH3:11])([CH3:10])[CH3:9])[CH:7]=1.[Br-].[CH2:21]([Zn+])[C:22]1[CH:27]=[CH:26][CH:25]=[CH:24][CH:23]=1. Product: [CH2:21]([C:2]1[CH:3]=[C:4]([C:12]2[C:13]([O:18][CH3:19])=[N:14][CH:15]=[CH:16][CH:17]=2)[CH:5]=[C:6]([C:8]([CH3:11])([CH3:10])[CH3:9])[CH:7]=1)[C:22]1[CH:27]=[CH:26][CH:25]=[CH:24][CH:23]=1. The catalyst class is: 140.